This data is from Forward reaction prediction with 1.9M reactions from USPTO patents (1976-2016). The task is: Predict the product of the given reaction. (1) Given the reactants [F:1][C:2]1[CH:7]=[CH:6][C:5]([CH:8]2[CH2:13][CH:12]([C:14]([O:16]C)=[O:15])[CH2:11][CH2:10][N:9]2[C:18]([O:20][CH3:21])=[O:19])=[CH:4][CH:3]=1.[Br-].[Li+].C(N(CC)CC)C.CC(OC)(C)C, predict the reaction product. The product is: [F:1][C:2]1[CH:7]=[CH:6][C:5]([CH:8]2[CH2:13][CH:12]([C:14]([OH:16])=[O:15])[CH2:11][CH2:10][N:9]2[C:18]([O:20][CH3:21])=[O:19])=[CH:4][CH:3]=1. (2) Given the reactants C(O[BH-](OC(=O)C)OC(=O)C)(=O)C.[Na+].[NH2:15][C:16]1[C:21]([NH2:22])=[CH:20][CH:19]=[CH:18][N:17]=1.[C:23]([O:27][C:28]([N:30]1[CH2:35][CH2:34][C:33](=O)[CH2:32][CH2:31]1)=[O:29])([CH3:26])([CH3:25])[CH3:24], predict the reaction product. The product is: [NH2:15][C:16]1[C:21]([NH:22][CH:33]2[CH2:34][CH2:35][N:30]([C:28]([O:27][C:23]([CH3:26])([CH3:25])[CH3:24])=[O:29])[CH2:31][CH2:32]2)=[CH:20][CH:19]=[CH:18][N:17]=1. (3) Given the reactants [C:1]([O:4][CH2:5][C:6](=[O:17])[CH2:7][C:8]1[O:13]C(C)(C)O[C:10](=[O:16])[CH:9]=1)(=[O:3])[CH3:2], predict the reaction product. The product is: [C:1]([O:4][CH2:5][C:6]1[O:17][C:10](=[O:16])[CH:9]=[C:8]([OH:13])[CH:7]=1)(=[O:3])[CH3:2]. (4) Given the reactants Br[C:2]1[CH:3]=[CH:4][CH:5]=[C:6]2[C:11]=1[O:10][CH2:9][CH2:8][CH:7]2[CH2:12][OH:13].[CH3:14][N:15](CCN(C)C)C.CCOC(C)=O, predict the reaction product. The product is: [OH:13][CH2:12][CH:7]1[C:6]2[C:11](=[C:2]([C:14]#[N:15])[CH:3]=[CH:4][CH:5]=2)[O:10][CH2:9][CH2:8]1. (5) Given the reactants [CH3:1][O:2][C:3]1[CH:8]=[CH:7][CH:6]=[CH:5][C:4]=1[NH2:9].C(O[CH:13]=[C:14]([C:20]([O:22][CH2:23][CH3:24])=[O:21])[C:15]([O:17][CH2:18][CH3:19])=[O:16])C, predict the reaction product. The product is: [CH3:1][O:2][C:3]1[CH:8]=[CH:7][CH:6]=[CH:5][C:4]=1[NH:9][CH:13]=[C:14]([C:15]([O:17][CH2:18][CH3:19])=[O:16])[C:20]([O:22][CH2:23][CH3:24])=[O:21]. (6) The product is: [C:1]([O:5][C:6](=[O:29])[NH:7][C@H:8]1[C@H:12]([C:13]2[CH:18]=[C:17]([F:19])[C:16]([F:20])=[CH:15][C:14]=2[F:21])[CH2:11][NH:10][CH2:9]1)([CH3:4])([CH3:2])[CH3:3]. Given the reactants [C:1]([O:5][C:6](=[O:29])[NH:7][C@H:8]1[C@H:12]([C:13]2[CH:18]=[C:17]([F:19])[C:16]([F:20])=[CH:15][C:14]=2[F:21])[CH2:11][N:10](CC2C=CC=CC=2)[CH2:9]1)([CH3:4])([CH3:3])[CH3:2].CCOC(C)=O, predict the reaction product. (7) Given the reactants CC1(C)C(C)(C)OB([C:9]2[CH:13]=[CH:12][N:11](C([O-])=O)[N:10]=2)O1.Br[C:19]1[CH:24]=[CH:23][C:22]([F:25])=[C:21]([F:26])[CH:20]=1.C([O-])([O-])=O.[Na+].[Na+].O, predict the reaction product. The product is: [F:25][C:22]1[CH:23]=[C:24]([C:13]2[CH:12]=[N:11][NH:10][CH:9]=2)[CH:19]=[CH:20][C:21]=1[F:26]. (8) Given the reactants Br[C:2]1[CH:3]=[N:4][C:5]([C:8]([NH:10][C@H:11]2[CH2:15][CH2:14][N:13]([C:16]3[C:17]4[N:18]([CH:22]=[CH:23][CH:24]=4)[CH:19]=[CH:20][N:21]=3)[CH2:12]2)=[O:9])=[N:6][CH:7]=1.[CH:25]1(B2OC(C)(C)C(C)(C)O2)[CH2:27][CH2:26]1.C1(P(C2CCCCC2)C2CCCCC2)CCCCC1.[O-]P([O-])([O-])=O.[K+].[K+].[K+], predict the reaction product. The product is: [CH:25]1([C:2]2[CH:3]=[N:4][C:5]([C:8]([NH:10][C@H:11]3[CH2:15][CH2:14][N:13]([C:16]4[C:17]5[N:18]([CH:22]=[CH:23][CH:24]=5)[CH:19]=[CH:20][N:21]=4)[CH2:12]3)=[O:9])=[N:6][CH:7]=2)[CH2:27][CH2:26]1. (9) The product is: [Br:19][C:16]1[CH:15]=[CH:14][C:13]([O:3][CH2:2][CH2:1][O:4][C:27]2[N:32]=[CH:31][N:30]=[C:29]([NH:33][S:34]([CH:37]=[CH:38][C:39]3[CH:44]=[CH:43][CH:42]=[CH:41][CH:40]=3)(=[O:35])=[O:36])[C:28]=2[C:45]2[CH:46]=[CH:47][C:48]([CH3:51])=[CH:49][CH:50]=2)=[CH:18][CH:17]=1. Given the reactants [CH2:1]([OH:4])[CH2:2][OH:3].BrC1C=CC(O[C:13]2[CH:18]=[CH:17][C:16]([Br:19])=[CH:15][CH:14]=2)=CC=1.CC(C)([O-])C.[K+].Cl[C:27]1[N:32]=[CH:31][N:30]=[C:29]([NH:33][S:34]([CH:37]=[CH:38][C:39]2[CH:44]=[CH:43][CH:42]=[CH:41][CH:40]=2)(=[O:36])=[O:35])[C:28]=1[C:45]1[CH:50]=[CH:49][C:48]([CH3:51])=[CH:47][CH:46]=1, predict the reaction product. (10) The product is: [Br:1][C:2]1[C:11]([O:12][Si:23]([C:19]([CH3:22])([CH3:21])[CH3:20])([CH3:25])[CH3:24])=[C:10]2[C:5]([CH:6]=[CH:7][C:8]([CH3:13])=[N:9]2)=[CH:4][CH:3]=1. Given the reactants [Br:1][C:2]1[C:11]([OH:12])=[C:10]2[C:5]([CH:6]=[CH:7][C:8]([CH3:13])=[N:9]2)=[CH:4][CH:3]=1.N1C=CN=C1.[C:19]([Si:23](Cl)([CH3:25])[CH3:24])([CH3:22])([CH3:21])[CH3:20], predict the reaction product.